This data is from Full USPTO retrosynthesis dataset with 1.9M reactions from patents (1976-2016). The task is: Predict the reactants needed to synthesize the given product. (1) Given the product [Cl:24][C:18]1[CH:17]=[C:16]([CH2:15][CH2:14][C:5]2([CH:9]3[CH2:13][CH2:12][CH2:11][CH2:10]3)[O:4][C:3](=[O:25])[C:2]([S:36][C:34]3[N:35]=[C:31]4[N:30]=[CH:29][CH:28]=[C:27]([CH3:26])[N:32]4[N:33]=3)=[C:7]([OH:8])[CH2:6]2)[CH:21]=[CH:20][C:19]=1[O:22][CH3:23], predict the reactants needed to synthesize it. The reactants are: Cl[CH:2]1[C:7](=[O:8])[CH2:6][C:5]([CH2:14][CH2:15][C:16]2[CH:21]=[CH:20][C:19]([O:22][CH3:23])=[C:18]([Cl:24])[CH:17]=2)([CH:9]2[CH2:13][CH2:12][CH2:11][CH2:10]2)[O:4][C:3]1=[O:25].[CH3:26][C:27]1[N:32]2[N:33]=[C:34]([SH:36])[N:35]=[C:31]2[N:30]=[CH:29][CH:28]=1. (2) Given the product [C:31]([NH:34][C:35]1[CH:36]=[C:37]([NH:38][C:11]2[N:16]=[C:15]([NH:17][C:18]3[CH:26]=[CH:25][CH:24]=[C:23]4[C:19]=3[CH:20]=[CH:21][N:22]4[CH3:27])[C:14]([C:28]([NH2:30])=[O:29])=[CH:13][N:12]=2)[CH:39]=[CH:40][CH:41]=1)(=[O:33])[CH3:32], predict the reactants needed to synthesize it. The reactants are: N1(O[C:11]2[N:16]=[C:15]([NH:17][C:18]3[CH:26]=[CH:25][CH:24]=[C:23]4[C:19]=3[CH:20]=[CH:21][N:22]4[CH3:27])[C:14]([C:28]([NH2:30])=[O:29])=[CH:13][N:12]=2)C2C=CC=CC=2N=N1.[C:31]([NH:34][C:35]1[CH:36]=[C:37]([CH:39]=[CH:40][CH:41]=1)[NH2:38])(=[O:33])[CH3:32].CC1C=CC(S(O)(=O)=O)=CC=1.O. (3) Given the product [CH3:1][O:2][C:3](=[O:13])[CH:4]([C:5]1[CH:10]=[CH:9][C:8]([Cl:11])=[CH:7][C:6]=1[Cl:12])[CH2:16][OH:17], predict the reactants needed to synthesize it. The reactants are: [CH3:1][O:2][C:3](=[O:13])[CH2:4][C:5]1[CH:10]=[CH:9][C:8]([Cl:11])=[CH:7][C:6]=1[Cl:12].C=O.[C:16]([O-])(O)=[O:17].[Na+].